This data is from Catalyst prediction with 721,799 reactions and 888 catalyst types from USPTO. The task is: Predict which catalyst facilitates the given reaction. (1) Reactant: Cl.[Cl:2][CH2:3][CH2:4][C:5]1[C:10](=[O:11])[N:9]2[CH:12]=[CH:13][CH:14]=[C:15]([OH:16])[C:8]2=[N:7][C:6]=1[CH3:17].CO.S1C=CC=C1.C([O-])(=O)C.[K+]. Product: [Cl:2][CH2:3][CH2:4][C:5]1[C:10](=[O:11])[N:9]2[CH2:12][CH2:13][CH2:14][CH:15]([OH:16])[C:8]2=[N:7][C:6]=1[CH3:17]. The catalyst class is: 386. (2) Reactant: [CH2:1]([O:8][C:9]([N:11]1[CH2:16][CH2:15][CH:14]([CH:17]([O:20][C:21]2[CH:43]=[CH:42][C:24]3[C:25]4[N:29]([CH2:30][CH2:31][O:32][C:23]=3[CH:22]=2)[CH:28]=[C:27]([C:33]2[N:34]([CH:39]([CH3:41])[CH3:40])[N:35]=[C:36]([CH3:38])[N:37]=2)[N:26]=4)[CH2:18]C)[CH2:13][CH2:12]1)=[O:10])[C:2]1[CH:7]=[CH:6][CH:5]=[CH:4][CH:3]=1.C(OC(N1CCC(C(O)C)CC1)=O)C1C=CC=CC=1.C1(P(C2C=CC=CC=2)C2C=CC=CC=2)C=CC=CC=1.CC(OC(/N=N/C(OC(C)C)=O)=O)C. Product: [CH2:1]([O:8][C:9]([N:11]1[CH2:12][CH2:13][CH:14]([CH:17]([O:20][C:21]2[CH:43]=[CH:42][C:24]3[C:25]4[N:29]([CH2:30][CH2:31][O:32][C:23]=3[CH:22]=2)[CH:28]=[C:27]([C:33]2[N:34]([CH:39]([CH3:40])[CH3:41])[N:35]=[C:36]([CH3:38])[N:37]=2)[N:26]=4)[CH3:18])[CH2:15][CH2:16]1)=[O:10])[C:2]1[CH:7]=[CH:6][CH:5]=[CH:4][CH:3]=1. The catalyst class is: 225.